Dataset: Full USPTO retrosynthesis dataset with 1.9M reactions from patents (1976-2016). Task: Predict the reactants needed to synthesize the given product. (1) Given the product [F:57][C:51]1[CH:52]=[C:53]([OH:56])[CH:54]=[CH:55][C:50]=1[C:37]1[CH:38]=[CH:39][C:40]([CH2:43][C:44]([O:46][CH3:47])=[O:45])=[CH:41][CH:42]=1, predict the reactants needed to synthesize it. The reactants are: C1(C)C=CC=CC=1P(C1C=CC=CC=1C)C1C=CC=CC=1C.C(=O)([O-])[O-].[Na+].[Na+].CC1(C)C(C)(C)OB([C:37]2[CH:42]=[CH:41][C:40]([CH2:43][C:44]([O:46][CH3:47])=[O:45])=[CH:39][CH:38]=2)O1.Br[C:50]1[CH:55]=[CH:54][C:53]([OH:56])=[CH:52][C:51]=1[F:57].Cl. (2) Given the product [CH3:26][C:27]1[S:28][C:29]([C:2]2[CH:7]=[CH:6][N:5]=[CH:4][C:3]=2[N:8]([CH3:25])[C:9](=[O:24])[C:10]2[CH:15]=[C:14]([C:16]([F:19])([F:18])[F:17])[CH:13]=[C:12]([C:20]([F:23])([F:22])[F:21])[CH:11]=2)=[C:30]([CH3:32])[N:31]=1, predict the reactants needed to synthesize it. The reactants are: Br[C:2]1[CH:7]=[CH:6][N:5]=[CH:4][C:3]=1[N:8]([CH3:25])[C:9](=[O:24])[C:10]1[CH:15]=[C:14]([C:16]([F:19])([F:18])[F:17])[CH:13]=[C:12]([C:20]([F:23])([F:22])[F:21])[CH:11]=1.[CH3:26][C:27]1[S:28][C:29](B2OC(C)(C)C(C)(C)O2)=[C:30]([CH3:32])[N:31]=1.C([O-])([O-])=O.[K+].[K+].COC1C=CC=C(OC)C=1C1C=CC=CC=1P(C1CCCCC1)C1CCCCC1. (3) Given the product [P:1]([O:8][CH2:9][CH:10]([CH3:12])[CH3:11])([O:3][CH2:4][CH:5]([CH3:7])[CH3:6])([O:24][CH2:20][CH2:21][CH2:22][CH3:23])=[O:2], predict the reactants needed to synthesize it. The reactants are: [P:1](Cl)([O:8][CH2:9][CH:10]([CH3:12])[CH3:11])([O:3][CH2:4][CH:5]([CH3:7])[CH3:6])=[O:2].N1C=CC=CC=1.[CH2:20]([OH:24])[CH2:21][CH2:22][CH3:23]. (4) Given the product [NH2:1][C:4]1[CH:5]=[CH:6][C:7]2[N:8]([CH:20]([CH3:22])[CH3:21])[C:9]3[C:14]([C:15]=2[C:16]=1[CH:17]([CH3:18])[CH3:19])=[CH:13][CH:12]=[CH:11][CH:10]=3, predict the reactants needed to synthesize it. The reactants are: [N+:1]([C:4]1[CH:5]=[CH:6][C:7]2[N:8]([CH:20]([CH3:22])[CH3:21])[C:9]3[C:14]([C:15]=2[C:16]=1[CH:17]([CH3:19])[CH3:18])=[CH:13][CH:12]=[CH:11][CH:10]=3)([O-])=O.[H][H]. (5) The reactants are: [CH2:1]([CH:8]1[CH2:13][CH2:12][N:11]([CH2:14][CH2:15][CH2:16][CH2:17][C:18]([NH:20][NH:21][C:22](=[O:32])[C:23]2[CH:28]=[CH:27][C:26]([N+:29]([O-])=O)=[CH:25][CH:24]=2)=[O:19])[CH2:10][CH2:9]1)[C:2]1[CH:7]=[CH:6][CH:5]=[CH:4][CH:3]=1.[H][H]. Given the product [NH2:29][C:26]1[CH:25]=[CH:24][C:23]([C:22]([NH:21][NH:20][C:18](=[O:19])[CH2:17][CH2:16][CH2:15][CH2:14][N:11]2[CH2:10][CH2:9][CH:8]([CH2:1][C:2]3[CH:3]=[CH:4][CH:5]=[CH:6][CH:7]=3)[CH2:13][CH2:12]2)=[O:32])=[CH:28][CH:27]=1, predict the reactants needed to synthesize it. (6) Given the product [CH3:15][N:3]1[C:2]([CH3:1])=[C:10]2[C:5]([N:6]([CH3:14])[C:7](=[O:13])[N:8]([CH3:12])[C:9]2=[O:11])=[N:4]1, predict the reactants needed to synthesize it. The reactants are: [CH3:1][C:2]1[C:10]2[C:9](=[O:11])[N:8]([CH3:12])[C:7](=[O:13])[N:6]([CH3:14])[C:5]=2[NH:4][N:3]=1.[CH3:15]OS(OC)(=O)=O. (7) Given the product [C:2]1([C:1]2[O:8][N:13]=[C:12]([N:14]3[CH2:19][CH2:18][CH:17]([C:20]4[CH:21]=[CH:22][C:23]([C@@H:26]([NH:28][C:29](=[O:31])[CH3:30])[CH3:27])=[CH:24][CH:25]=4)[CH2:16][CH2:15]3)[N:11]=2)[CH:7]=[CH:6][CH:5]=[CH:4][CH:3]=1, predict the reactants needed to synthesize it. The reactants are: [C:1](Cl)(=[O:8])[C:2]1[CH:7]=[CH:6][CH:5]=[CH:4][CH:3]=1.O[NH:11][C:12]([N:14]1[CH2:19][CH2:18][CH:17]([C:20]2[CH:25]=[CH:24][C:23]([C@@H:26]([NH:28][C:29](=[O:31])[CH3:30])[CH3:27])=[CH:22][CH:21]=2)[CH2:16][CH2:15]1)=[NH:13].C(N(CC)CC)C.